This data is from Peptide-MHC class I binding affinity with 185,985 pairs from IEDB/IMGT. The task is: Regression. Given a peptide amino acid sequence and an MHC pseudo amino acid sequence, predict their binding affinity value. This is MHC class I binding data. (1) The binding affinity (normalized) is 0.448. The MHC is HLA-A02:03 with pseudo-sequence HLA-A02:03. The peptide sequence is MICCDSRIVV. (2) The MHC is HLA-A68:02 with pseudo-sequence HLA-A68:02. The binding affinity (normalized) is 0.149. The peptide sequence is DLLFNEKLKV. (3) The peptide sequence is TPQVPLRPM. The MHC is Mamu-A2201 with pseudo-sequence Mamu-A2201. The binding affinity (normalized) is 0.433. (4) The peptide sequence is IRTNNRNGYD. The MHC is Mamu-B17 with pseudo-sequence Mamu-B17. The binding affinity (normalized) is 0.260. (5) The MHC is HLA-A02:03 with pseudo-sequence HLA-A02:03. The binding affinity (normalized) is 0.0847. The peptide sequence is MLKLRVDVF. (6) The peptide sequence is ILAKGRRRV. The binding affinity (normalized) is 0.137. The MHC is HLA-A68:02 with pseudo-sequence HLA-A68:02. (7) The peptide sequence is DPNFHQAVM. The MHC is HLA-A69:01 with pseudo-sequence HLA-A69:01. The binding affinity (normalized) is 0.0847. (8) The peptide sequence is IALVHQYYI. The MHC is H-2-Kb with pseudo-sequence H-2-Kb. The binding affinity (normalized) is 0.906.